This data is from Forward reaction prediction with 1.9M reactions from USPTO patents (1976-2016). The task is: Predict the product of the given reaction. Given the reactants [C:1]1([C:7]2[O:11][C:10]([C:12]([N:14]3[CH2:17][CH:16]([O:18][C:19]4[CH:26]=[CH:25][C:22]([CH:23]=O)=[CH:21][CH:20]=4)[CH2:15]3)=[O:13])=[N:9][N:8]=2)[CH:6]=[CH:5][CH:4]=[CH:3][CH:2]=1.Cl.[F:28][CH:29]([F:34])[CH:30]1[CH2:33][NH:32][CH2:31]1.CCN(C(C)C)C(C)C.C(O[BH-](OC(=O)C)OC(=O)C)(=O)C.[Na+], predict the reaction product. The product is: [F:28][CH:29]([F:34])[CH:30]1[CH2:33][N:32]([CH2:23][C:22]2[CH:21]=[CH:20][C:19]([O:18][CH:16]3[CH2:17][N:14]([C:12]([C:10]4[O:11][C:7]([C:1]5[CH:6]=[CH:5][CH:4]=[CH:3][CH:2]=5)=[N:8][N:9]=4)=[O:13])[CH2:15]3)=[CH:26][CH:25]=2)[CH2:31]1.